This data is from Full USPTO retrosynthesis dataset with 1.9M reactions from patents (1976-2016). The task is: Predict the reactants needed to synthesize the given product. Given the product [Cl:1][C:2]1[CH:3]=[CH:4][C:5]([C:8]2[CH:13]=[CH:12][N:11]=[C:10]([S:18]([CH3:22])(=[O:20])=[O:17])[N:9]=2)=[CH:6][CH:7]=1, predict the reactants needed to synthesize it. The reactants are: [Cl:1][C:2]1[CH:7]=[CH:6][C:5]([C:8]2[CH:13]=[CH:12][N:11]=[C:10](SC)[N:9]=2)=[CH:4][CH:3]=1.O[O:17][S:18]([O-:20])=O.[K+].[CH3:22]O.